From a dataset of Full USPTO retrosynthesis dataset with 1.9M reactions from patents (1976-2016). Predict the reactants needed to synthesize the given product. (1) The reactants are: F[C:2](F)(F)[C:3]([NH:5][C:6]1[CH:11]=[C:10]([O:12][CH3:13])[CH:9]=[CH:8][C:7]=1I)=O.C([C:19]1[CH:20]=[N:21][CH:22]=[CH:23][CH:24]=1)#C.[C:25](=O)([O-])[O-:26].[K+].[K+].I[C:32]1[CH:33]=[C:34]([CH:40]=[CH:41][CH:42]=1)[C:35]([O:37][CH2:38][CH3:39])=[O:36]. Given the product [CH3:13][O:12][C:10]1[CH:11]=[C:6]2[C:7]([C:2]([C:25]([C:32]3[CH:33]=[C:34]([CH:40]=[CH:41][CH:42]=3)[C:35]([O:37][CH2:38][CH3:39])=[O:36])=[O:26])=[C:3]([C:23]3[CH:22]=[N:21][CH:20]=[CH:19][CH:24]=3)[NH:5]2)=[CH:8][CH:9]=1, predict the reactants needed to synthesize it. (2) Given the product [Si:1]([O:8][C@H:9]1[C@H:13]2[O:14][CH2:15][C@@H:16]([O:17][C:18]3[N:40]([CH2:41][O:42][CH2:43][CH2:44][Si:45]([CH3:48])([CH3:47])[CH3:46])[C:21]4=[N:22][C:23]([C:27]5[CH:32]=[CH:31][C:30]([C@H:33]6[CH2:38][CH2:37][C@H:36]([NH:39][C:57](=[O:58])[O:59][CH:60]7[CH2:64][CH2:63][CH2:62][CH2:61]7)[CH2:35][CH2:34]6)=[CH:29][CH:28]=5)=[C:24]([Cl:26])[CH:25]=[C:20]4[N:19]=3)[C@H:12]2[O:11][CH2:10]1)([C:4]([CH3:6])([CH3:7])[CH3:5])([CH3:3])[CH3:2], predict the reactants needed to synthesize it. The reactants are: [Si:1]([O:8][C@H:9]1[C@H:13]2[O:14][CH2:15][C@@H:16]([O:17][C:18]3[N:40]([CH2:41][O:42][CH2:43][CH2:44][Si:45]([CH3:48])([CH3:47])[CH3:46])[C:21]4=[N:22][C:23]([C:27]5[CH:32]=[CH:31][C:30]([C@H:33]6[CH2:38][CH2:37][C@H:36]([NH2:39])[CH2:35][CH2:34]6)=[CH:29][CH:28]=5)=[C:24]([Cl:26])[CH:25]=[C:20]4[N:19]=3)[C@H:12]2[O:11][CH2:10]1)([C:4]([CH3:7])([CH3:6])[CH3:5])([CH3:3])[CH3:2].C(N(CC)CC)C.Cl[C:57]([O:59][CH:60]1[CH2:64][CH2:63][CH2:62][CH2:61]1)=[O:58].